Dataset: Merck oncology drug combination screen with 23,052 pairs across 39 cell lines. Task: Regression. Given two drug SMILES strings and cell line genomic features, predict the synergy score measuring deviation from expected non-interaction effect. (1) Drug 1: O=c1[nH]cc(F)c(=O)[nH]1. Drug 2: Cc1nc(Nc2ncc(C(=O)Nc3c(C)cccc3Cl)s2)cc(N2CCN(CCO)CC2)n1. Cell line: SW620. Synergy scores: synergy=30.4. (2) Drug 1: O=S1(=O)NC2(CN1CC(F)(F)F)C1CCC2Cc2cc(C=CCN3CCC(C(F)(F)F)CC3)ccc2C1. Drug 2: C#Cc1cccc(Nc2ncnc3cc(OCCOC)c(OCCOC)cc23)c1. Cell line: MDAMB436. Synergy scores: synergy=4.68.